From a dataset of Experimentally validated miRNA-target interactions with 360,000+ pairs, plus equal number of negative samples. Binary Classification. Given a miRNA mature sequence and a target amino acid sequence, predict their likelihood of interaction. (1) The miRNA is hsa-miR-5694 with sequence CAGAUCAUGGGACUGUCUCAG. The protein sequence of the target gene is MHKNSKRNNNLRVSHTEANSVDAEKEKNESQNNFFELLPAEITFKIFSQLDIRSLCRASLTCRSWNDTIRNSDSLWKPHCMTVRAVCRREIDDDLESGYSWRVILLRNYQKSKVKHEWLSGRYSNICSPISLPEKIMYPMDADTWGEILEAELER. Result: 1 (interaction). (2) Result: 1 (interaction). The protein sequence of the target gene is MHVPGTRAKMSSIFAYQSSEVDWCESNFQHSELVAEFYNTFSNVFFLIFGPLMMFLMHPYAQKRTRCFYGVSVLFMLIGLFSMYFHMTLSFLGQLLDEISILWLLASGYSVWLPRCYFPKFVKGNRFYFSCLVTITTIISTFLTFVKPTVNAYALNSIAIHILYIVRTEYKKIRDDDLRHLIAVSVVLWAAALTSWISDRVLCSFWQRIHFYYLHSIWHVLISITFPYGIVTMALVDAKYEMPDKTLKVHYWPRDSWVIGLPYVEIQENDKNC. The miRNA is mmu-miR-133b-3p with sequence UUUGGUCCCCUUCAACCAGCUA. (3) The miRNA is hsa-miR-525-5p with sequence CUCCAGAGGGAUGCACUUUCU. The protein sequence of the target gene is MSREPTPPLPGDMSTGPIAESWCYTQVKVVKFSYMWTINNFSFCREEMGEVLKSSTFSSGPSDKMKWCLRVNPKGLDDESKDYLSLYLLLVSCPKSEVRAKFKFSLLNAKREETKAMESQRAYRFVQGKDWGFKKFIRRDFLLDEANGLLPDDKLTLFCEVSVVQDSVNISGHTNTNTLKVPECRLAEDLGNLWENTRFTDCSFFVRGQEFKAHKSVLAARSPVFNAMFEHEMEESKKNRVEINDLDPEVFKEMMRFIYTGRAPNLDKMADNLLAAADKYALERLKVMCEEALCSNLSVE.... Result: 1 (interaction). (4) The miRNA is cel-miR-1018 with sequence AGAGAGAUCAUUGGACUUACAG. The protein sequence of the target gene is MAGCRGSVCCCCRWCCCCGERESRTPEELTILGETQEEEDEILPRKDYESLDYDRCINDPYLEVLETMDNKKGRRYEAVKWMVVFAIGVCTGLVGLFVDFSVRLFTQLKFGVVQTSVEECSQKGCLALSLLELLGFNLTFVFLASLLVLIEPVAAGSGIPEIKCYLNGVKVPGIVRLRTLLCKVFGVLFSVSGGLFVGKEGPMIHSGAVVGAGLPQFQSISLRKIQFNFPYFRSDRDKRDFVSAGAAAGVAAAFGAPIGGTLFSLEEGSSFWNQGLTWKVLFCSMSATFTLNFFRSGIQF.... Result: 0 (no interaction). (5) The miRNA is hsa-miR-3180 with sequence UGGGGCGGAGCUUCCGGAG. The protein sequence of the target gene is MAEYKNIVLLKGLENMEDYQFRTVKSLLRKELKLTKKMQEDYDRIQLADWMEDKFPKDAGLDKLIKVCEHIKDLKDLAKKLKTEKAKVQEKKKGKCKTAGKKKGQDELSSSESLFINKESYKSVPSSKKKRKQITKTEGGKKKKLTQEQAQLPETSGTNIKKEEDCLQNPHKSPPTPSSSSSNKAPRRGTVPKEPSREEGHHQGPKQVMVLKVTEPFTYDFEETKRMFHATVATETEFFRVKVFDTALMSKFIPGKIIAISHYIGCNGFLEIYRASCVSDVNINPTMIISNTLSESAIAT.... Result: 0 (no interaction).